Dataset: Antibody paratope prediction from SAbDab with 1,023 antibody chains. Task: Token-level Classification. Given an antibody amino acid sequence, predict which amino acid positions are active in antigen binding. Output is a list of indices for active paratope positions. The paratope positions are: [52, 82, 83, 84]. Given the antibody sequence: DVQLQQSGPGLVAPSQSLSITCTVSGFSLTDYGVNWVRQSPGKGLEWLGVIWGDGITDYNSALKSRLSVTKDNSKSQVFLKMNSLQSGDSARYYCVTGLFDYWGQGTTLTVSS, which amino acid positions are active in antigen binding (paratope)?